Dataset: Experimentally validated miRNA-target interactions with 360,000+ pairs, plus equal number of negative samples. Task: Binary Classification. Given a miRNA mature sequence and a target amino acid sequence, predict their likelihood of interaction. (1) The miRNA is hsa-miR-3918 with sequence ACAGGGCCGCAGAUGGAGACU. The protein sequence of the target gene is MQPPPQTVPSGMAGPPPAGNPRSVFWASSPYRRRANNNAAVAPTTCPLQPVTDPFAFSRQALQSTPLGSSSKSSPPVLQGPAPAGFSQHPGLLVPHTHARDSSQGPCEPLPGPLTQPRAHASPFSGALTPSAPPGPEMNRSAEVGPSSEPEVQTLPYLPHYIPGVDPETSHGGHPHGNMPGLDRPLSRQNPHDGVVTPAASPSLPQPGLQMPGQWGPVQGGPQPSGQHRSPCPEGPVPSGVPCATSVPHFPTPSILHQGPGHEQHSPLVAPPAALPSDGRDEVSHLQSGSHLANNSDPES.... Result: 1 (interaction). (2) The miRNA is hsa-miR-6744-5p with sequence UGGAUGACAGUGGAGGCCU. The protein sequence of the target gene is MRSFSGAVWERQVSLGAPSWPAAMGDRIYSLEARAVARSVLARPRRPRAPRPRLRLRGRPGRGRGGLLGAGPREACLATPGPPTPPCSSGTSQTPPAPGQMKSKERHLCSPSDHRRSRSPSQRRSRSRSSSWGRDRRHSDSLKESRHRRSSYSQSKSRSKSLPRQSTSLRQSRTPRRNSGSRGRSRSKSLPKRSKSMEKSQSRSPQKQTGSGAKSRPHGRHCDSIARSPCKSPRAYTSSGSKTQTTKHSHLRSHSRSRSYHHKNSW. Result: 0 (no interaction). (3) The miRNA is hsa-miR-362-3p with sequence AACACACCUAUUCAAGGAUUCA. The protein sequence of the target gene is MTSPAKFKKDKEIIAEYDTQVKEIRAQLTEQMKCLDQQCELRVQLLQDLQDFFRKKAEIEMDYSRNLEKLAERFLAKTRSTKDQQFKKDQNVLSPVNCWNLLLNQVKRESRDHTTLSDIYLNNIIPRFVQVSEDSGRLFKKSKEVGQQLQDDLMKVLNELYSVMKTYHMYNADSISAQSKLKEAEKQEEKQIGKSVKQEDRQTPRSPDSTANVRIEEKHVRRSSVKKIEKMKEKRQAKYTENKLKAIKARNEYLLALEATNASVFKYYIHDLSDLIDQCCDLGYHASLNRALRTFLSAEL.... Result: 1 (interaction). (4) The miRNA is mmu-miR-669g with sequence UGCAUUGUAUGUGUUGACAUGAU. The protein sequence of the target gene is MVMFKKIKSFEVVFNDPEKVYGSGEKVAGRVTVEVCEVTRVKAVRILACGVAKVLWMQGSQQCKQTLDYLRYEDTLLLEDQPTGENEMVIMRPGNKYEYKFGFELPQGPLGTSFKGKYGCVDYWVKAFLDRPSQPTQEAKKNFEVMDLVDVNTPDLMAPVSAKKEKKVSCMFIPDGRVSVSARIDRKGFCEGDDISIHADFENTCSRIVVPKAAIVARHTYLANGQTKVLTQKLSSVRGNHIISGTCASWRGKSLRVQKIRPSILGCNILRVEYSLLIYVSVPGSKKVILDLPLVIGSRS.... Result: 0 (no interaction).